This data is from Forward reaction prediction with 1.9M reactions from USPTO patents (1976-2016). The task is: Predict the product of the given reaction. (1) Given the reactants [CH3:1][O:2][C:3]([C:5]1[CH:31]=[CH:30][C:8]2[N:9]=[C:10]([NH:12][CH:13]3[CH2:18][CH2:17][N:16](CC4C=CC(O)=C(OCC)C=4)[CH2:15][CH2:14]3)[O:11][C:7]=2[CH:6]=1)=[O:4].[NH2:32][C:33]1[C:40]([O:41][CH2:42][CH3:43])=[CH:39][C:36]([CH:37]=O)=[CH:35][C:34]=1[O:44][CH2:45][CH3:46].C([BH3-])#N.[Na+].C(N(C(C)C)C(C)C)C, predict the reaction product. The product is: [CH3:1][O:2][C:3]([C:5]1[CH:31]=[CH:30][C:8]2[N:9]=[C:10]([NH:12][CH:13]3[CH2:18][CH2:17][N:16]([CH2:37][C:36]4[CH:39]=[C:40]([O:41][CH2:42][CH3:43])[C:33]([NH2:32])=[C:34]([O:44][CH2:45][CH3:46])[CH:35]=4)[CH2:15][CH2:14]3)[O:11][C:7]=2[CH:6]=1)=[O:4]. (2) Given the reactants Br[C:2]1[C:3](=[O:31])[N:4]([CH2:19][CH2:20][C:21]2[CH:30]=[CH:29][C:24]([C:25]([O:27][CH3:28])=[O:26])=[CH:23][CH:22]=2)[C:5]([CH2:9][O:10][C:11]2[CH:16]=[CH:15][CH:14]=[C:13]([CH2:17][CH3:18])[CH:12]=2)=[C:6]([Br:8])[CH:7]=1.[CH3:32]OB(O)O.C(=O)([O-])[O-].[Na+].[Na+], predict the reaction product. The product is: [Br:8][C:6]1[CH:7]=[C:2]([CH3:32])[C:3](=[O:31])[N:4]([CH2:19][CH2:20][C:21]2[CH:30]=[CH:29][C:24]([C:25]([O:27][CH3:28])=[O:26])=[CH:23][CH:22]=2)[C:5]=1[CH2:9][O:10][C:11]1[CH:16]=[CH:15][CH:14]=[C:13]([CH2:17][CH3:18])[CH:12]=1. (3) The product is: [CH:16]([N:14]([CH3:15])[C@H:11]1[CH2:12][CH2:13][C@@H:8]([NH2:7])[CH2:9][CH2:10]1)([CH3:18])[CH3:17]. Given the reactants C(OC(=O)[NH:7][C@H:8]1[CH2:13][CH2:12][C@@H:11]([N:14]([CH:16]([CH3:18])[CH3:17])[CH3:15])[CH2:10][CH2:9]1)(C)(C)C.FC(F)(F)C(O)=O, predict the reaction product. (4) Given the reactants [C:1]([O:5][C:6]([N:8]1[CH2:12][C@@H:11]([CH:13]=O)[C@H:10]([CH2:15][C:16]2[CH:21]=[CH:20][CH:19]=[CH:18][CH:17]=2)[CH2:9]1)=[O:7])([CH3:4])([CH3:3])[CH3:2].[CH3:22][C:23](=[CH2:26])[CH2:24][NH2:25], predict the reaction product. The product is: [C:1]([O:5][C:6]([N:8]1[CH2:12][C@@H:11]([CH2:13][NH:25][CH2:24][C:23]([CH3:26])=[CH2:22])[C@H:10]([CH2:15][C:16]2[CH:21]=[CH:20][CH:19]=[CH:18][CH:17]=2)[CH2:9]1)=[O:7])([CH3:4])([CH3:3])[CH3:2]. (5) Given the reactants C(C1C(C(C)C)=[C:6]2N(C=1)N=[CH:9][N:8]=[C:7]2[NH:13]C1C=CC(C)=C(C=1)C(NOC)=O)(=O)C.Cl.CN(C)[CH2:32][CH2:33][CH2:34]N=C=NCC.C1C=CC2N([OH:50])N=NC=2C=1.C([N:53]([CH2:56][CH3:57])[CH2:54][CH3:55])C.N.C[N:60](C)[CH:61]=[O:62], predict the reaction product. The product is: [CH3:6][C:7]1[NH:8][C:9](=[O:50])[C:56]2=[C:57]([CH:33]([CH3:32])[CH3:34])[C:55]([C:61]([NH2:60])=[O:62])=[CH:54][N:53]2[N:13]=1. (6) The product is: [C:51]([O:50][C:48]([N:46]([CH:42]([C:38]1[CH:37]=[CH:36][CH:41]=[C:40]([C:15]2[CH:16]=[C:17]3[C:9]([C:4]4[CH:5]=[CH:6][CH:7]=[CH:8][C:3]=4[O:2][CH3:1])=[N:10][N:11]([CH2:27][O:28][CH2:29][CH2:30][Si:31]([CH3:33])([CH3:34])[CH3:32])[C:12]3=[N:13][CH:14]=2)[CH:39]=1)[C:43]([OH:45])=[O:44])[CH3:47])=[O:49])([CH3:54])([CH3:52])[CH3:53]. Given the reactants [CH3:1][O:2][C:3]1[CH:8]=[CH:7][CH:6]=[CH:5][C:4]=1[C:9]1[C:17]2[C:12](=[N:13][CH:14]=[C:15](B3OC(C)(C)C(C)(C)O3)[CH:16]=2)[N:11]([CH2:27][O:28][CH2:29][CH2:30][Si:31]([CH3:34])([CH3:33])[CH3:32])[N:10]=1.Br[C:36]1[CH:37]=[C:38]([CH:42]([N:46]([C:48]([O:50][C:51]([CH3:54])([CH3:53])[CH3:52])=[O:49])[CH3:47])[C:43]([OH:45])=[O:44])[CH:39]=[CH:40][CH:41]=1.C(=O)([O-])[O-].[Na+].[Na+].Cl, predict the reaction product. (7) Given the reactants [N+](C1C=CC([C:10]2[CH:22]=[C:21]([C:23]([O-:25])=O)[C:20]3[C:19]4[C:14](=[CH:15][CH:16]=[C:17]([Cl:26])[CH:18]=4)[N:13]([CH3:27])[C:12]=3[C:11]=2[O:28][CH3:29])=CC=1)([O-])=O.[Cl:30][C:31]1[CH:32]=[N:33][CH:34]=[C:35]([Cl:38])[C:36]=1[NH2:37].[H-].[Na+], predict the reaction product. The product is: [Cl:30][C:31]1[CH:32]=[N:33][CH:34]=[C:35]([Cl:38])[C:36]=1[NH:37][C:23]([C:21]1[C:20]2[C:19]3[C:14](=[CH:15][CH:16]=[C:17]([Cl:26])[CH:18]=3)[N:13]([CH3:27])[C:12]=2[C:11]([O:28][CH3:29])=[CH:10][CH:22]=1)=[O:25]. (8) Given the reactants Cl[C:2]1[C:3]([C:9]#[N:10])=[N:4][C:5]([Cl:8])=[CH:6][N:7]=1.[CH2:11]([O:18][C:19]1[CH:24]=[CH:23][C:22]([OH:25])=[CH:21][CH:20]=1)[C:12]1[CH:17]=[CH:16][CH:15]=[CH:14][CH:13]=1.C(=O)([O-])[O-].[K+].[K+].C(OCC)(=O)C, predict the reaction product. The product is: [CH2:11]([O:18][C:19]1[CH:20]=[CH:21][C:22]([O:25][C:2]2[C:3]([C:9]#[N:10])=[N:4][C:5]([Cl:8])=[CH:6][N:7]=2)=[CH:23][CH:24]=1)[C:12]1[CH:13]=[CH:14][CH:15]=[CH:16][CH:17]=1.